Dataset: Forward reaction prediction with 1.9M reactions from USPTO patents (1976-2016). Task: Predict the product of the given reaction. (1) Given the reactants [Br:1][C:2]1[C:8]([F:9])=[CH:7][CH:6]=[C:5]([N+:10]([O-])=O)[C:3]=1[NH2:4], predict the reaction product. The product is: [Br:1][C:2]1[C:8]([F:9])=[CH:7][CH:6]=[C:5]([NH2:10])[C:3]=1[NH2:4]. (2) Given the reactants [ClH:1].[CH3:2][C:3]1[N:7]=[C:6]([C:8]2[N:12]3[CH2:13][CH2:14][NH:15][CH:16]([CH3:17])[C:11]3=[N:10][N:9]=2)ON=1.COC1C=C(OC)C=CC=1CN1C(C)C(OCC)=NCC1.Cl.CC1N=[C:44]([C:46]2N3CCNC(C)C3=NN=2)[S:43]N=1.Cl.CC1N=C(C2N3CCNC(C)C3=NN=2)OC=1.Cl.C(C1N=C(C2N3CCNC(C)C3=NN=2)SN=1)(C)C, predict the reaction product. The product is: [ClH:1].[CH3:2][C:3]1[N:7]=[C:6]([C:8]2[N:12]3[CH2:13][CH2:14][NH:15][CH:16]([CH3:17])[C:11]3=[N:10][N:9]=2)[S:43][C:44]=1[CH3:46]. (3) Given the reactants [C:1]([O:5][C:6]([N:8]1[CH2:13][CH2:12][C:11](=O)[CH2:10][CH2:9]1)=[O:7])([CH3:4])([CH3:3])[CH3:2].[C:15]([CH2:17][C:18](OCC)=O)#[N:16].[C:23]([O-:26])(=[O:25])[CH3:24].[NH4+].C(O)(=O)C, predict the reaction product. The product is: [C:1]([O:5][C:6]([N:8]1[CH2:13][CH2:12][C:11](=[CH:24][C:23]([O:26][CH:17]([C:15]#[N:16])[CH3:18])=[O:25])[CH2:10][CH2:9]1)=[O:7])([CH3:4])([CH3:3])[CH3:2]. (4) Given the reactants [CH3:1][C:2]1[O:6][N:5]=[C:4]([C:7]2[CH:12]=[CH:11][CH:10]=[CH:9][CH:8]=2)[C:3]=1[C:13]1[CH:18]=[CH:17][C:16]([S:19]([NH2:22])(=[O:21])=[O:20])=[CH:15][CH:14]=1.C([Li])CCC.ClC(Cl)(Cl)C(Cl)(Cl)Cl.ClCC1ON=CC=1.[F:43][C:44]1[CH:45]=[C:46]([OH:58])[CH:47]=[C:48]([C:50]2([O:56][CH3:57])[CH2:55][CH2:54][O:53][CH2:52][CH2:51]2)[CH:49]=1, predict the reaction product. The product is: [F:43][C:44]1[CH:45]=[C:46]([CH:47]=[C:48]([C:50]2([O:56][CH3:57])[CH2:51][CH2:52][O:53][CH2:54][CH2:55]2)[CH:49]=1)[O:58][CH2:1][C:2]1[O:6][N:5]=[C:4]([C:7]2[CH:8]=[CH:9][CH:10]=[CH:11][CH:12]=2)[C:3]=1[C:13]1[CH:18]=[CH:17][C:16]([S:19]([NH2:22])(=[O:21])=[O:20])=[CH:15][CH:14]=1. (5) The product is: [Br:1][CH2:2][CH2:3][CH2:4][CH2:5][C:6]([N:9]1[CH2:14][CH2:13][O:12][CH2:11][CH2:10]1)=[O:7]. Given the reactants [Br:1][CH2:2][CH2:3][CH2:4][CH2:5][C:6](Cl)=[O:7].[NH:9]1[CH2:14][CH2:13][O:12][CH2:11][CH2:10]1.C(N(CC)CC)C.O, predict the reaction product. (6) Given the reactants [CH3:1][C:2]1[C:10]([CH3:11])=[CH:9][CH:8]=[CH:7][C:3]=1[C:4]([OH:6])=O.[Cl:12][C:13]1[CH:18]=[CH:17][C:16]([CH:19]([N:22]2[CH2:27][CH2:26][C:25]([F:29])([F:28])[CH2:24][CH2:23]2)[CH2:20][NH2:21])=[CH:15][CH:14]=1, predict the reaction product. The product is: [Cl:12][C:13]1[CH:14]=[CH:15][C:16]([CH:19]([N:22]2[CH2:23][CH2:24][C:25]([F:29])([F:28])[CH2:26][CH2:27]2)[CH2:20][NH:21][C:4](=[O:6])[C:3]2[CH:7]=[CH:8][CH:9]=[C:10]([CH3:11])[C:2]=2[CH3:1])=[CH:17][CH:18]=1.